This data is from Full USPTO retrosynthesis dataset with 1.9M reactions from patents (1976-2016). The task is: Predict the reactants needed to synthesize the given product. (1) Given the product [OH:15][CH:14]1[C:8]2[CH:7]=[N:6][C:5]([NH:4][CH:1]([CH3:3])[CH3:2])=[N:10][C:9]=2[CH2:11][N:12]([C:16]([O:18][C:19]([CH3:21])([CH3:20])[CH3:22])=[O:17])[CH2:13]1, predict the reactants needed to synthesize it. The reactants are: [CH:1]([NH:4][C:5]1[N:6]=[CH:7][C:8]2[C:14](=[O:15])[CH2:13][N:12]([C:16]([O:18][C:19]([CH3:22])([CH3:21])[CH3:20])=[O:17])[CH2:11][C:9]=2[N:10]=1)([CH3:3])[CH3:2].[BH4-].[Na+]. (2) Given the product [Br:14][C:15]1[CH:16]=[CH:17][C:18]([O:11][CH2:10][CH2:9][CH2:8][CH2:7][C:1]2[CH:6]=[CH:5][CH:4]=[CH:3][CH:2]=2)=[C:19]([CH:22]=1)[C:20]#[N:21], predict the reactants needed to synthesize it. The reactants are: [C:1]1([CH2:7][CH2:8][CH2:9][CH2:10][OH:11])[CH:6]=[CH:5][CH:4]=[CH:3][CH:2]=1.[H-].[Na+].[Br:14][C:15]1[CH:16]=[CH:17][C:18](F)=[C:19]([CH:22]=1)[C:20]#[N:21].O.